This data is from Full USPTO retrosynthesis dataset with 1.9M reactions from patents (1976-2016). The task is: Predict the reactants needed to synthesize the given product. (1) The reactants are: [H-].[Na+].Cl[CH2:4][CH2:5][S:6](Cl)(=[O:8])=[O:7].[F:10][C:11]([C:14]1[CH:15]=[C:16]([CH:32]=[CH:33][CH:34]=1)[O:17][C:18]1[CH:23]=[CH:22][C:21]([C:24]2[C:25]([NH2:31])=[N:26][CH:27]=[C:28]([CH3:30])[CH:29]=2)=[CH:20][CH:19]=1)([F:13])[CH3:12]. Given the product [F:10][C:11]([C:14]1[CH:15]=[C:16]([CH:32]=[CH:33][CH:34]=1)[O:17][C:18]1[CH:19]=[CH:20][C:21]([C:24]2[C:25]3=[N:31][S:6](=[O:8])(=[O:7])[CH2:5][CH2:4][N:26]3[CH:27]=[C:28]([CH3:30])[CH:29]=2)=[CH:22][CH:23]=1)([F:13])[CH3:12], predict the reactants needed to synthesize it. (2) Given the product [Cl:1][C:2]1[C:3]([CH:25]=[CH2:26])=[C:4]([CH:8]=[C:9]([CH2:13][C:14]2[CH:15]=[CH:16][C:17]([N:20]3[CH:24]=[CH:23][CH:22]=[N:21]3)=[CH:18][CH:19]=2)[C:10]=1[O:11][CH3:12])[C:5]([NH:28][C@@H:29]1[CH2:34][CH2:33][CH2:32][CH2:31][C@H:30]1[OH:35])=[O:7], predict the reactants needed to synthesize it. The reactants are: [Cl:1][C:2]1[C:3]([CH:25]=[CH2:26])=[C:4]([CH:8]=[C:9]([CH2:13][C:14]2[CH:19]=[CH:18][C:17]([N:20]3[CH:24]=[CH:23][CH:22]=[N:21]3)=[CH:16][CH:15]=2)[C:10]=1[O:11][CH3:12])[C:5]([OH:7])=O.Cl.[NH2:28][C@@H:29]1[CH2:34][CH2:33][CH2:32][CH2:31][C@H:30]1[OH:35].ON1C2C=CC=CC=2N=N1.Cl.CN(C)CCCN=C=NCC. (3) Given the product [CH3:1][NH:2][C@@H:9]([C:11]1[O:12][C:13]2[CH:21]=[CH:20][CH:19]=[CH:18][C:14]=2[C:15]=1[CH2:16][CH3:17])[CH3:10], predict the reactants needed to synthesize it. The reactants are: [CH3:1][N:2]([C@@H:9]([C:11]1[O:12][C:13]2[CH:21]=[CH:20][CH:19]=[CH:18][C:14]=2[C:15]=1[CH2:16][CH3:17])[CH3:10])[S@@](C(C)(C)C)=O.C(O)(C(F)(F)F)=O. (4) Given the product [CH3:7][O:8][C:9]1[CH:10]=[C:11](/[CH:12]=[CH:13]/[C:14]([NH:22][C:23]2[CH:35]=[C:34]([C:36]3[CH:37]=[CH:38][CH:39]=[CH:40][CH:41]=3)[CH:33]=[CH:32][C:24]=2[C:25]([O:27][C:28]([CH3:31])([CH3:30])[CH3:29])=[O:26])=[O:16])[CH:17]=[CH:18][C:19]=1[O:20][CH3:21], predict the reactants needed to synthesize it. The reactants are: C(Cl)(=O)C(Cl)=O.[CH3:7][O:8][C:9]1[CH:10]=[C:11]([CH:17]=[CH:18][C:19]=1[O:20][CH3:21])[CH:12]=[CH:13][C:14]([OH:16])=O.[NH2:22][C:23]1[CH:35]=[C:34]([C:36]2[CH:41]=[CH:40][CH:39]=[CH:38][CH:37]=2)[CH:33]=[CH:32][C:24]=1[C:25]([O:27][C:28]([CH3:31])([CH3:30])[CH3:29])=[O:26].C(=O)([O-])O.[Na+]. (5) Given the product [CH3:17][CH:15]([O:18][C:19]1[CH:27]=[C:26]2[C:22]([CH:23]=[N:24][NH:25]2)=[CH:21][C:20]=1[NH:28][C:2]1[C:3]2[CH:10]=[C:9]([C:11]#[C:12][CH2:13][OH:14])[NH:8][C:4]=2[N:5]=[CH:6][N:7]=1)[CH3:16], predict the reactants needed to synthesize it. The reactants are: Cl[C:2]1[C:3]2[CH:10]=[C:9]([C:11]#[C:12][CH2:13][OH:14])[NH:8][C:4]=2[N:5]=[CH:6][N:7]=1.[CH:15]([O:18][C:19]1[CH:27]=[C:26]2[C:22]([CH:23]=[N:24][NH:25]2)=[CH:21][C:20]=1[NH2:28])([CH3:17])[CH3:16]. (6) Given the product [Cl:1][C:2]1[C:3]([CH3:29])=[C:4]([C:10]2[CH:14]=[CH:13][N:12]([CH2:15][C@@H:16]([NH:18][C:19]([C:21]3[N:22]=[C:23]([C:26]([N:32]([CH3:33])[CH3:31])=[O:28])[S:24][CH:25]=3)=[O:20])[CH3:17])[N:11]=2)[CH:5]=[CH:6][C:7]=1[C:8]#[N:9], predict the reactants needed to synthesize it. The reactants are: [Cl:1][C:2]1[C:3]([CH3:29])=[C:4]([C:10]2[CH:14]=[CH:13][N:12]([CH2:15][C@@H:16]([NH:18][C:19]([C:21]3[N:22]=[C:23]([C:26]([OH:28])=O)[S:24][CH:25]=3)=[O:20])[CH3:17])[N:11]=2)[CH:5]=[CH:6][C:7]=1[C:8]#[N:9].Cl.[CH3:31][NH:32][CH3:33]. (7) The reactants are: Br[C:2]1[N:6]2[C:7](=[O:18])[N:8]([C:11]3[CH:16]=[CH:15][C:14]([F:17])=[CH:13][CH:12]=3)[CH2:9][CH2:10][C:5]2=[N:4][C:3]=1[CH2:19][O:20][C:21]1[CH:26]=[CH:25][CH:24]=[CH:23][CH:22]=1.[CH3:27]B(O)O.C([O-])([O-])=O.[K+].[K+]. Given the product [F:17][C:14]1[CH:15]=[CH:16][C:11]([N:8]2[CH2:9][CH2:10][C:5]3=[N:4][C:3]([CH2:19][O:20][C:21]4[CH:26]=[CH:25][CH:24]=[CH:23][CH:22]=4)=[C:2]([CH3:27])[N:6]3[C:7]2=[O:18])=[CH:12][CH:13]=1, predict the reactants needed to synthesize it. (8) Given the product [Cl:29][C:23]1[CH:24]=[N:25][CH:26]=[C:27]([Cl:28])[C:22]=1[NH:21][C:15]1[C:14]2[C:19](=[C:10]([O:9][CH2:8][CH2:7][CH2:6][CH2:5][CH2:4][NH:2][CH3:1])[C:11]([O:30][CH3:31])=[CH:12][CH:13]=2)[O:18][C:17](=[O:20])[CH:16]=1, predict the reactants needed to synthesize it. The reactants are: [CH3:1][NH2:2].Br[CH2:4][CH2:5][CH2:6][CH2:7][CH2:8][O:9][C:10]1[C:11]([O:30][CH3:31])=[CH:12][CH:13]=[C:14]2[C:19]=1[O:18][C:17](=[O:20])[CH:16]=[C:15]2[NH:21][C:22]1[C:27]([Cl:28])=[CH:26][N:25]=[CH:24][C:23]=1[Cl:29].